From a dataset of Reaction yield outcomes from USPTO patents with 853,638 reactions. Predict the reaction yield, written as a fraction of the theoretical maximum amount of product (1.0 means a 100% yield; for example, 0.34 means a 34% yield). (1) The reactants are C(OC([NH:8][CH2:9][C:10]1[N:19]([CH2:20][CH2:21][CH2:22][CH2:23][CH3:24])[C:18]2=[C:25]3[CH2:34][N:33]4[C:28](=[CH:29][C:30]5[C@:39]([CH2:41][CH3:42])([OH:40])[C:38](=[O:43])[O:37][CH2:36][C:31]=5[C:32]4=[O:35])[C:26]3=[N:27][C:16]3[C:17]2=[C:12]([CH:13]=[CH:14][CH:15]=3)[N:11]=1)=O)(C)(C)C.[F:44][C:45]([F:50])([F:49])[C:46]([OH:48])=[O:47]. No catalyst specified. The product is [F:44][C:45]([F:50])([F:49])[C:46]([OH:48])=[O:47].[NH2:8][CH2:9][C:10]1[N:19]([CH2:20][CH2:21][CH2:22][CH2:23][CH3:24])[C:18]2=[C:25]3[CH2:34][N:33]4[C:28](=[CH:29][C:30]5[C@:39]([CH2:41][CH3:42])([OH:40])[C:38](=[O:43])[O:37][CH2:36][C:31]=5[C:32]4=[O:35])[C:26]3=[N:27][C:16]3[C:17]2=[C:12]([CH:13]=[CH:14][CH:15]=3)[N:11]=1. The yield is 0.800. (2) The reactants are [Cl:1][C:2]1[N:9]=[C:8]([C:10]([F:13])([F:12])[F:11])[CH:7]=[CH:6][C:3]=1[CH:4]=[O:5].[OH-].[Na+].[N+:16]([CH3:19])([O-:18])=[O:17]. No catalyst specified. The product is [Cl:1][C:2]1[C:3]([CH:4]([OH:5])[CH2:19][N+:16]([O-:18])=[O:17])=[CH:6][CH:7]=[C:8]([C:10]([F:13])([F:11])[F:12])[N:9]=1. The yield is 0.720.